This data is from NCI-60 drug combinations with 297,098 pairs across 59 cell lines. The task is: Regression. Given two drug SMILES strings and cell line genomic features, predict the synergy score measuring deviation from expected non-interaction effect. Drug 1: CS(=O)(=O)CCNCC1=CC=C(O1)C2=CC3=C(C=C2)N=CN=C3NC4=CC(=C(C=C4)OCC5=CC(=CC=C5)F)Cl. Drug 2: COCCOC1=C(C=C2C(=C1)C(=NC=N2)NC3=CC=CC(=C3)C#C)OCCOC.Cl. Cell line: HCC-2998. Synergy scores: CSS=17.6, Synergy_ZIP=-3.56, Synergy_Bliss=2.57, Synergy_Loewe=8.21, Synergy_HSA=5.41.